This data is from Full USPTO retrosynthesis dataset with 1.9M reactions from patents (1976-2016). The task is: Predict the reactants needed to synthesize the given product. (1) Given the product [Br:1][C:2]1[CH:7]=[C:6]([F:8])[CH:5]=[CH:4][C:3]=1[CH2:9][C:10]1[S:55][C:13]([C:15]2[CH:44]=[C:18]3[N:19]=[C:20]([CH3:43])[C:21]([C@H:32]([O:38][C:39]([CH3:42])([CH3:41])[CH3:40])[C:33]([O:35][CH2:36][CH3:37])=[O:34])=[C:22]([N:23]4[CH2:28][CH2:27][C:26]([CH3:31])([CH:29]=[CH2:30])[CH2:25][CH2:24]4)[N:17]3[N:16]=2)=[N:12][CH:11]=1, predict the reactants needed to synthesize it. The reactants are: [Br:1][C:2]1[CH:7]=[C:6]([F:8])[CH:5]=[CH:4][C:3]=1[CH2:9][C:10](=O)[CH2:11][NH:12][C:13]([C:15]1[CH:44]=[C:18]2[N:19]=[C:20]([CH3:43])[C:21]([C@H:32]([O:38][C:39]([CH3:42])([CH3:41])[CH3:40])[C:33]([O:35][CH2:36][CH3:37])=[O:34])=[C:22]([N:23]3[CH2:28][CH2:27][C:26]([CH3:31])([CH:29]=[CH2:30])[CH2:25][CH2:24]3)[N:17]2[N:16]=1)=O.COC1C=CC(P2(SP(C3C=CC(OC)=CC=3)(=S)S2)=[S:55])=CC=1. (2) Given the product [CH3:23][S:24]([O:21][C:18]1[CH:17]=[CH:16][C:15]([C:12]2[C:11]3[CH:22]=[C:7]([C:5]4[O:6][C:2]([CH3:1])=[N:3][N:4]=4)[CH:8]=[CH:9][C:10]=3[O:14][CH:13]=2)=[CH:20][CH:19]=1)(=[O:26])=[O:25], predict the reactants needed to synthesize it. The reactants are: [CH3:1][C:2]1[O:6][C:5]([C:7]2[CH:8]=[CH:9][C:10]3[O:14][CH:13]=[C:12]([C:15]4[CH:20]=[CH:19][C:18]([OH:21])=[CH:17][CH:16]=4)[C:11]=3[CH:22]=2)=[N:4][N:3]=1.[CH3:23][S:24](Cl)(=[O:26])=[O:25].C(=O)([O-])[O-].[K+].[K+]. (3) Given the product [NH2:31][C@H:32]([C:36]([NH:1][C@H:2]([C:8]([N:10]1[CH2:21][CH2:20][CH2:19][C@H:11]1[C:12]([NH:14][CH2:15][C:16]([OH:18])=[O:17])=[O:13])=[O:9])[CH2:3][CH2:4][C:5](=[O:7])[NH2:6])=[O:37])[CH:33]([CH3:35])[CH3:34], predict the reactants needed to synthesize it. The reactants are: [NH2:1][C@H:2]([C:8]([N:10]1[CH2:21][CH2:20][CH2:19][C@H:11]1[C:12]([NH:14][CH2:15][C:16]([OH:18])=[O:17])=[O:13])=[O:9])[CH2:3][CH2:4][C:5](=[O:7])[NH2:6].CCN(C(C)C)C(C)C.[NH:31](C(OCC1C=CC=CC=1)=O)[C@H:32]([C:36](ON1C(=O)CCC1=O)=[O:37])[CH:33]([CH3:35])[CH3:34].[H][H]. (4) Given the product [CH3:28][N:29]1[CH2:34][CH2:33][N:32]([CH2:14][CH2:13][C@@H:12]([C@@H:11]2[C@:17]3([CH3:25])[C:8]([C:7]4[CH2:6][CH2:5][C@@H:4]5[C@:21]([C:20]=4[CH2:19][CH2:18]3)([CH3:24])[CH2:22][CH2:23][C@H:2]([OH:1])[C:3]5([CH3:27])[CH3:26])=[CH:9][CH2:10]2)[CH3:16])[CH2:31][CH2:30]1, predict the reactants needed to synthesize it. The reactants are: [OH:1][C@H:2]1[CH2:23][CH2:22][C@@:21]2([CH3:24])[CH:4]([CH2:5][CH2:6][C:7]3[C:8]4[C@:17]([CH3:25])([CH2:18][CH2:19][C:20]=32)[C@@H:11]([C@@H:12]([CH3:16])[CH2:13][CH:14]=O)[CH2:10][CH:9]=4)[C:3]1([CH3:27])[CH3:26].[CH3:28][N:29]1[CH2:34][CH2:33][NH:32][CH2:31][CH2:30]1.C(O[BH-](OC(=O)C)OC(=O)C)(=O)C.[Na+]. (5) Given the product [CH:1]([O:4][C:5]1[CH:10]=[CH:9][C:8]([CH2:11][CH2:12][CH2:13][OH:14])=[C:7]([O:18][C:19]2[CH:24]=[CH:23][C:22]([C:25]([F:28])([F:26])[F:27])=[CH:21][N:20]=2)[CH:6]=1)([CH3:3])[CH3:2], predict the reactants needed to synthesize it. The reactants are: [CH:1]([O:4][C:5]1[CH:10]=[CH:9][C:8]([CH2:11][CH2:12][C:13](OCC)=[O:14])=[C:7]([O:18][C:19]2[CH:24]=[CH:23][C:22]([C:25]([F:28])([F:27])[F:26])=[CH:21][N:20]=2)[CH:6]=1)([CH3:3])[CH3:2].[H-].[Al+3].[Li+].[H-].[H-].[H-].O.O.O.O.O.O.O.O.O.O.S([O-])([O-])(=O)=O.[Na+].[Na+]. (6) Given the product [ClH:31].[NH:21]1[CH2:22][CH2:23][CH:18]([CH2:17][CH2:16][N:3]2[C:4]3([CH2:6][CH2:5]3)[C:7]3[CH:8]=[C:9]4[O:15][CH2:14][O:13][C:10]4=[CH:11][C:12]=3[C:2]2=[O:1])[CH2:19][CH2:20]1, predict the reactants needed to synthesize it. The reactants are: [O:1]=[C:2]1[C:12]2[CH:11]=[C:10]3[O:13][CH2:14][O:15][C:9]3=[CH:8][C:7]=2[C:4]2([CH2:6][CH2:5]2)[N:3]1[CH2:16][CH2:17][CH:18]1[CH2:23][CH2:22][N:21](C(OC(C)(C)C)=O)[CH2:20][CH2:19]1.[ClH:31]. (7) Given the product [ClH:19].[N+:15]([C:13]1[CH:12]=[N:11][N:10]([CH2:9][CH2:8][NH2:7])[CH:14]=1)([O-:17])=[O:16], predict the reactants needed to synthesize it. The reactants are: C(OC(=O)[NH:7][CH2:8][CH2:9][N:10]1[CH:14]=[C:13]([N+:15]([O-:17])=[O:16])[CH:12]=[N:11]1)(C)(C)C.[ClH:19].